Dataset: Catalyst prediction with 721,799 reactions and 888 catalyst types from USPTO. Task: Predict which catalyst facilitates the given reaction. (1) Reactant: [OH-].[Na+].[CH3:3][C:4]1([CH3:39])[C:12]2[C:7](=[CH:8][CH:9]=[C:10]([C:13]3[CH:18]=[CH:17][C:16]([C:19]([F:22])([F:21])[F:20])=[CH:15][CH:14]=3)[CH:11]=2)[N:6]([C:23](=[O:38])[CH2:24][O:25][C:26]2[CH:27]=[C:28]([CH2:32][C:33]([O:35]CC)=[O:34])[CH:29]=[CH:30][CH:31]=2)[CH2:5]1.Cl. Product: [CH3:3][C:4]1([CH3:39])[C:12]2[C:7](=[CH:8][CH:9]=[C:10]([C:13]3[CH:14]=[CH:15][C:16]([C:19]([F:20])([F:21])[F:22])=[CH:17][CH:18]=3)[CH:11]=2)[N:6]([C:23](=[O:38])[CH2:24][O:25][C:26]2[CH:27]=[C:28]([CH2:32][C:33]([OH:35])=[O:34])[CH:29]=[CH:30][CH:31]=2)[CH2:5]1. The catalyst class is: 8. (2) Reactant: [ClH:1].[F:2][C:3]1[CH:8]=[C:7]([F:9])[CH:6]=[CH:5][C:4]=1[C@H:10]1[C@H:14]([C:15]([N:17]2[CH2:22][CH2:21][C@:20]([O:29][CH3:30])([C:23]3[CH:28]=[CH:27][CH:26]=[CH:25][CH:24]=3)[C@@H:19]([O:31][CH3:32])[CH2:18]2)=[O:16])[CH2:13][N:12](C(OC(C)(C)C)=O)[CH2:11]1. Product: [ClH:1].[F:2][C:3]1[CH:8]=[C:7]([F:9])[CH:6]=[CH:5][C:4]=1[C@@H:10]1[CH2:11][NH:12][CH2:13][C@H:14]1[C:15]([N:17]1[CH2:22][CH2:21][C@:20]([O:29][CH3:30])([C:23]2[CH:28]=[CH:27][CH:26]=[CH:25][CH:24]=2)[C@@H:19]([O:31][CH3:32])[CH2:18]1)=[O:16]. The catalyst class is: 346. (3) Reactant: [OH-].[Na+].[C:3]([O:7][C:8]([NH:10][CH2:11][C:12]1[CH:17]=[CH:16][C:15]([CH2:18][CH2:19][C:20]([CH:22]2[CH:26]([NH:27][C:28]([O:30][CH2:31][C:32]#[C:33][CH2:34][O:35][C:36]([NH:38][CH:39]3[CH2:43][NH:42][CH:41]([C:44]([O:46]C)=[O:45])[CH:40]3[C:48](=[O:66])[CH2:49][CH2:50][C:51]3[CH:56]=[CH:55][C:54]([CH2:57][NH:58][C:59]([O:61][C:62]([CH3:65])([CH3:64])[CH3:63])=[O:60])=[CH:53][CH:52]=3)=[O:37])=[O:29])[CH2:25][NH:24][CH:23]2[C:67]([O:69]C)=[O:68])=[O:21])=[CH:14][CH:13]=1)=[O:9])([CH3:6])([CH3:5])[CH3:4]. Product: [C:62]([O:61][C:59]([NH:58][CH2:57][C:54]1[CH:53]=[CH:52][C:51]([CH2:50][CH2:49][C:48]([CH:40]2[CH:39]([NH:38][C:36]([O:35][CH2:34][C:33]#[C:32][CH2:31][O:30][C:28]([NH:27][CH:26]3[CH2:25][NH:24][CH:23]([C:67]([OH:69])=[O:68])[CH:22]3[C:20](=[O:21])[CH2:19][CH2:18][C:15]3[CH:16]=[CH:17][C:12]([CH2:11][NH:10][C:8]([O:7][C:3]([CH3:5])([CH3:4])[CH3:6])=[O:9])=[CH:13][CH:14]=3)=[O:29])=[O:37])[CH2:43][NH:42][CH:41]2[C:44]([OH:46])=[O:45])=[O:66])=[CH:56][CH:55]=1)=[O:60])([CH3:63])([CH3:64])[CH3:65]. The catalyst class is: 8. (4) Reactant: [C:1]([O:5][C:6]([N:8]1[CH2:12][C@H:11]([O:13][Si](C(C)(C)C)(C)C)[CH2:10][C@H:9]1[CH:21](OC(OC1C=CC=CC=1)=S)[C:22]#[C:23][Si](C)(C)C)=[O:7])([CH3:4])([CH3:3])[CH3:2].C([SnH](CCCC)CCCC)CCC.N(C(C)(C)C#N)=NC(C)(C)C#N.[F-].C([N+](CCCC)(CCCC)CCCC)CCC. Product: [C:1]([O:5][C:6]([N:8]1[CH2:12][C@H:11]([OH:13])[CH2:10][C@H:9]1[CH2:21][C:22]#[CH:23])=[O:7])([CH3:4])([CH3:3])[CH3:2]. The catalyst class is: 359. (5) Reactant: [C:1]([O:4][C@H:5]1[C@H:10]([O:11][C:12](=[O:14])[CH3:13])[C@@H:9]([O:15][C:16](=[O:18])[CH3:17])[C@H:8]([C:19]2[CH:24]=[CH:23][C:22]([Cl:25])=[C:21]([CH2:26][C:27]3[CH:32]=[CH:31][C:30]([C:33]([CH3:35])=[CH2:34])=[CH:29][CH:28]=3)[CH:20]=2)[O:7][C@@H:6]1[CH2:36][O:37][C:38](=[O:40])[CH3:39])(=[O:3])[CH3:2].C1C(=O)N([Br:48])C(=O)C1. Product: [C:1]([O:4][C@H:5]1[C@H:10]([O:11][C:12](=[O:14])[CH3:13])[C@@H:9]([O:15][C:16](=[O:18])[CH3:17])[C@H:8]([C:19]2[CH:24]=[CH:23][C:22]([Cl:25])=[C:21]([CH2:26][C:27]3[CH:28]=[CH:29][C:30]([C:33]([CH2:35][Br:48])=[CH2:34])=[CH:31][CH:32]=3)[CH:20]=2)[O:7][C@@H:6]1[CH2:36][O:37][C:38](=[O:40])[CH3:39])(=[O:3])[CH3:2]. The catalyst class is: 159. (6) Reactant: [F:1][C:2]1[CH:3]=[C:4]([CH:8](O)[CH:9]([CH2:13][C:14]2[CH:19]=[CH:18][CH:17]=[C:16]([O:20][C:21]([F:26])([F:25])[CH:22]([F:24])[F:23])[CH:15]=2)C(O)=O)[CH:5]=[CH:6][CH:7]=1.C1(P(N=[N+]=[N-])(C2C=CC=CC=2)=[O:35])C=CC=CC=1.C([N:47]([CH2:50]C)CC)C.[OH2:52]. Product: [F:1][C:2]1[CH:3]=[C:4]([CH:8]2[O:52][C:50](=[O:35])[NH:47][CH:9]2[CH2:13][C:14]2[CH:19]=[CH:18][CH:17]=[C:16]([O:20][C:21]([F:25])([F:26])[CH:22]([F:23])[F:24])[CH:15]=2)[CH:5]=[CH:6][CH:7]=1. The catalyst class is: 7. (7) Reactant: [F:1][C:2]1[C:31]([F:32])=[CH:30][CH:29]=[CH:28][C:3]=1[CH2:4][NH:5][C:6]1[C:11]([C:12]([NH2:14])=[O:13])=[CH:10][N:9]=[C:8]([NH:15][C:16]2[CH:21]=[CH:20][C:19]([CH:22]3[CH2:27][CH2:26][NH:25][CH2:24][CH2:23]3)=[CH:18][CH:17]=2)[CH:7]=1.[C:33]([CH2:35][C:36](O)=[O:37])#[N:34].CCN(C(C)C)C(C)C.F[P-](F)(F)(F)(F)F.N1(O[P+](N(C)C)(N(C)C)N(C)C)C2C=CC=CC=2N=N1.C(O)(C(F)(F)F)=O. Product: [C:33]([CH2:35][C:36]([N:25]1[CH2:24][CH2:23][CH:22]([C:19]2[CH:18]=[CH:17][C:16]([NH:15][C:8]3[CH:7]=[C:6]([NH:5][CH2:4][C:3]4[CH:28]=[CH:29][CH:30]=[C:31]([F:32])[C:2]=4[F:1])[C:11]([C:12]([NH2:14])=[O:13])=[CH:10][N:9]=3)=[CH:21][CH:20]=2)[CH2:27][CH2:26]1)=[O:37])#[N:34]. The catalyst class is: 37. (8) Reactant: [H-].[Al+3].[Li+].[H-].[H-].[H-].[CH2:7]([O:14][C:15]1[CH:24]=[C:18]2[C:19](=O)[NH:20][CH2:21][CH2:22][N:17]2[N:16]=1)[C:8]1[CH:13]=[CH:12][CH:11]=[CH:10][CH:9]=1. Product: [CH2:7]([O:14][C:15]1[CH:24]=[C:18]2[CH2:19][NH:20][CH2:21][CH2:22][N:17]2[N:16]=1)[C:8]1[CH:9]=[CH:10][CH:11]=[CH:12][CH:13]=1. The catalyst class is: 49.